From a dataset of Full USPTO retrosynthesis dataset with 1.9M reactions from patents (1976-2016). Predict the reactants needed to synthesize the given product. (1) Given the product [ClH:1].[C:2]1([C@@H:8]2[CH2:10][C@H:9]2[NH:11][CH2:19][CH2:20][CH:21]2[CH2:26][CH2:25][O:24][CH2:23][CH2:22]2)[CH:3]=[CH:4][CH:5]=[CH:6][CH:7]=1, predict the reactants needed to synthesize it. The reactants are: [ClH:1].[C:2]1([C@@H:8]2[CH2:10][C@H:9]2[N:11]([CH2:19][CH2:20][CH:21]2[CH2:26][CH2:25][O:24][CH2:23][CH2:22]2)C(=O)OC(C)(C)C)[CH:7]=[CH:6][CH:5]=[CH:4][CH:3]=1. (2) Given the product [Br:1][C:2]1[S:11][C:5]([C:6]([Cl:14])=[O:12])=[C:4]([CH2:9][CH2:8][Cl:17])[CH:3]=1, predict the reactants needed to synthesize it. The reactants are: [Br:1][C:2]1[S:11][C:5]2[C:6](=O)O[CH2:8][CH2:9][C:4]=2[CH:3]=1.[OH-:12].[Li+].[ClH:14].S(Cl)([Cl:17])=O. (3) The reactants are: [CH2:1]([O:8][CH2:9][C:10]([CH3:29])([CH3:28])[CH:11]([NH2:27])[CH2:12][C:13]1[CH:18]=[CH:17][C:16]([O:19][CH3:20])=[C:15]([O:21][CH2:22][CH2:23][CH2:24][O:25][CH3:26])[CH:14]=1)[C:2]1[CH:7]=[CH:6][CH:5]=[CH:4][CH:3]=1.[CH:30](O)=[O:31]. Given the product [CH2:1]([O:8][CH2:9][C:10]([CH3:29])([CH3:28])[CH:11]([NH:27][CH:30]=[O:31])[CH2:12][C:13]1[CH:18]=[CH:17][C:16]([O:19][CH3:20])=[C:15]([O:21][CH2:22][CH2:23][CH2:24][O:25][CH3:26])[CH:14]=1)[C:2]1[CH:7]=[CH:6][CH:5]=[CH:4][CH:3]=1, predict the reactants needed to synthesize it.